Dataset: Catalyst prediction with 721,799 reactions and 888 catalyst types from USPTO. Task: Predict which catalyst facilitates the given reaction. (1) Reactant: [F:1][C:2]([F:7])([F:6])[CH2:3][CH2:4][OH:5].[CH3:8][S:9](Cl)(=[O:11])=[O:10]. Product: [CH3:8][S:9]([O:5][CH2:4][CH2:3][C:2]([F:7])([F:6])[F:1])(=[O:11])=[O:10]. The catalyst class is: 2. (2) Reactant: [CH2:1]([Mg]Br)[CH:2]=[CH2:3].[CH:6](=[O:12])[CH2:7][CH2:8][CH2:9][CH2:10][CH3:11]. Product: [CH2:3]=[CH:2][CH2:1][CH:6]([OH:12])[CH2:7][CH2:8][CH2:9][CH2:10][CH3:11]. The catalyst class is: 28.